Predict the product of the given reaction. From a dataset of Forward reaction prediction with 1.9M reactions from USPTO patents (1976-2016). Given the reactants C1(C)C=CC(S(O)(=O)=O)=CC=1.C[O:13][CH:14](OC)[C:15]1[CH:20]=[CH:19][N:18]=[CH:17][C:16]=1[N:21]1[CH2:30][CH2:29][C:28]2[C:23](=[CH:24][C:25]([C:31]([F:34])([F:33])[F:32])=[CH:26][CH:27]=2)[C:22]1=[O:35].CO, predict the reaction product. The product is: [O:35]=[C:22]1[C:23]2[C:28](=[CH:27][CH:26]=[C:25]([C:31]([F:32])([F:33])[F:34])[CH:24]=2)[CH2:29][CH2:30][N:21]1[C:16]1[CH:17]=[N:18][CH:19]=[CH:20][C:15]=1[CH:14]=[O:13].